From a dataset of Catalyst prediction with 721,799 reactions and 888 catalyst types from USPTO. Predict which catalyst facilitates the given reaction. (1) Reactant: [C:1](Cl)(=O)C.[CH2:5]([N:12]1[C@H:16]([C:17]([O:19][C:20](C)(C)C)=[O:18])[CH2:15][CH2:14][C@@H:13]1[CH2:24][CH2:25][C:26]([OH:28])=[O:27])[C:6]1[CH:11]=[CH:10][CH:9]=[CH:8][CH:7]=1. Product: [CH2:5]([N:12]1[C@@H:13]([CH2:24][CH2:25][C:26]([O:28][CH3:1])=[O:27])[CH2:14][CH2:15][C@H:16]1[C:17]([O:19][CH3:20])=[O:18])[C:6]1[CH:11]=[CH:10][CH:9]=[CH:8][CH:7]=1. The catalyst class is: 5. (2) Product: [CH3:1][O:2][CH2:3][CH:4]([N:8]1[C:17]2[C:12](=[CH:13][C:14]([C:18]3[CH:19]=[N:20][C:21]([NH:33][C:34]([NH:36][CH2:37][CH3:38])=[O:35])=[CH:22][C:23]=3[C:24]3[S:25][CH:26]=[C:27]([C:29]([F:31])([F:32])[F:30])[N:28]=3)=[CH:15][CH:16]=2)[C:11](=[O:39])[C:10]([C:40]([O:42][CH2:43][CH2:44][O:45][P:46]([OH:48])([OH:53])=[O:47])=[O:41])=[CH:9]1)[CH2:5][O:6][CH3:7]. Reactant: [CH3:1][O:2][CH2:3][CH:4]([N:8]1[C:17]2[C:12](=[CH:13][C:14]([C:18]3[CH:19]=[N:20][C:21]([NH:33][C:34]([NH:36][CH2:37][CH3:38])=[O:35])=[CH:22][C:23]=3[C:24]3[S:25][CH:26]=[C:27]([C:29]([F:32])([F:31])[F:30])[N:28]=3)=[CH:15][CH:16]=2)[C:11](=[O:39])[C:10]([C:40]([O:42][CH2:43][CH2:44][O:45][P:46]([O:53]C(C)(C)C)([O:48]C(C)(C)C)=[O:47])=[O:41])=[CH:9]1)[CH2:5][O:6][CH3:7].Cl. The catalyst class is: 269. (3) Reactant: [Cl:1][C:2]1[C:8]([Cl:9])=[CH:7][CH:6]=[CH:5][C:3]=1N.[BrH:10].N([O-])=O.[Na+].ClN(Cl)C1C=CC=CC=1. Product: [Br:10][C:3]1[CH:5]=[CH:6][CH:7]=[C:8]([Cl:9])[C:2]=1[Cl:1]. The catalyst class is: 536. (4) Reactant: [C:1]([C:3]1[CH:8]=[CH:7][CH:6]=[CH:5][C:4]=1[NH:9][C:10](=[O:17])[C:11]1[CH:16]=[CH:15][CH:14]=[CH:13][CH:12]=1)#[N:2].Br[CH2:19][C:20]([C:22]1[CH:27]=[CH:26][CH:25]=[CH:24][CH:23]=1)=[O:21].C(=O)([O-])[O-].[K+].[K+]. Product: [NH2:2][C:1]1[C:3]2[C:4](=[CH:5][CH:6]=[CH:7][CH:8]=2)[N:9]([C:10](=[O:17])[C:11]2[CH:12]=[CH:13][CH:14]=[CH:15][CH:16]=2)[C:19]=1[C:20]([C:22]1[CH:27]=[CH:26][CH:25]=[CH:24][CH:23]=1)=[O:21]. The catalyst class is: 21.